From a dataset of Full USPTO retrosynthesis dataset with 1.9M reactions from patents (1976-2016). Predict the reactants needed to synthesize the given product. (1) Given the product [OH:20][C@H:19]([C:14]([CH3:21])([CH3:13])[CH2:15][OH:16])[C:17]([NH:12][CH2:11][CH2:10][NH:9][CH2:1][CH2:2][C:3]1[CH:8]=[CH:7][CH:6]=[CH:5][CH:4]=1)=[O:18], predict the reactants needed to synthesize it. The reactants are: [CH2:1]([NH:9][CH2:10][CH2:11][NH2:12])[CH2:2][C:3]1[CH:8]=[CH:7][CH:6]=[CH:5][CH:4]=1.[CH3:13][C:14]1([CH3:21])[C@@H:19]([OH:20])[C:17](=[O:18])[O:16][CH2:15]1. (2) Given the product [Br:2][C:3]1[C:4]([O:10][C@H:11]([CH3:15])[C@H:12]([OH:14])[CH3:13])=[N:5][C:6]([NH:23][C:22]2[CH:24]=[CH:25][C:19]([N+:16]([O-:18])=[O:17])=[CH:20][CH:21]=2)=[N:7][CH:8]=1, predict the reactants needed to synthesize it. The reactants are: Cl.[Br:2][C:3]1[C:4]([O:10][C@H:11]([CH3:15])[C@H:12]([OH:14])[CH3:13])=[N:5][C:6](Cl)=[N:7][CH:8]=1.[N+:16]([C:19]1[CH:25]=[CH:24][C:22]([NH2:23])=[CH:21][CH:20]=1)([O-:18])=[O:17].C(N(CC)CC)C. (3) Given the product [CH3:23][C:22]1[N:25]=[CH:11][C:12]([C:3]([O:5][CH2:6][CH3:7])=[O:4])=[CH:13][N:24]=1, predict the reactants needed to synthesize it. The reactants are: [H-].[Na+].[CH:3]([O:5][CH2:6][CH3:7])=[O:4].C(O[CH:11](OCC)[CH2:12][C:13](OCC)=O)C.Cl.[C:22]([NH2:25])(=[NH:24])[CH3:23]. (4) The reactants are: [OH:1][C:2]1[C:7]([C:8]([OH:10])=O)=[CH:6][N:5]=[C:4]([N:11]2[CH:15]=[CH:14][CH:13]=[N:12]2)[N:3]=1.CCN(CC)CC.CN(C(ON1N=NC2C=CC=NC1=2)=[N+](C)C)C.F[P-](F)(F)(F)(F)F.[NH2:47][C@@H:48]([C:61]1[CH:66]=[CH:65][CH:64]=[CH:63][CH:62]=1)[C:49]1[CH:50]=[C:51]([P:55]([CH3:60])(=[O:59])[O:56][CH2:57][CH3:58])[CH:52]=[CH:53][CH:54]=1. Given the product [OH:1][C:2]1[C:7]([C:8]([NH:47][C@@H:48]([C:61]2[CH:62]=[CH:63][CH:64]=[CH:65][CH:66]=2)[C:49]2[CH:50]=[C:51]([P:55]([CH3:60])(=[O:59])[O:56][CH2:57][CH3:58])[CH:52]=[CH:53][CH:54]=2)=[O:10])=[CH:6][N:5]=[C:4]([N:11]2[CH:15]=[CH:14][CH:13]=[N:12]2)[N:3]=1, predict the reactants needed to synthesize it. (5) Given the product [Br:1][C:2]1[CH:3]=[C:4]2[C:8](=[CH:9][CH:10]=1)[N:7]([CH:11]([C:18]1[CH:19]=[CH:20][CH:21]=[CH:22][CH:23]=1)[C:12]1[CH:17]=[CH:16][CH:15]=[CH:14][CH:13]=1)[C:6](=[O:24])[CH:5]2[C:25]1[C:34]([OH:35])=[CH:33][C:28]2[O:29][CH2:30][CH2:31][O:32][C:27]=2[CH:26]=1, predict the reactants needed to synthesize it. The reactants are: [Br:1][C:2]1[CH:3]=[C:4]2[C:8](=[CH:9][CH:10]=1)[N:7]([CH:11]([C:18]1[CH:23]=[CH:22][CH:21]=[CH:20][CH:19]=1)[C:12]1[CH:17]=[CH:16][CH:15]=[CH:14][CH:13]=1)[C:6](=[O:24])[C:5]2(O)[C:25]1[C:34]([OH:35])=[CH:33][C:28]2[O:29][CH2:30][CH2:31][O:32][C:27]=2[CH:26]=1.C1(C(C2C=CC=CC=2)N2C3C(=C(F)C=CC=3)C(O)(C3C(O)=CC4OCCOC=4C=3)C2=O)C=CC=CC=1. (6) Given the product [C:67]([C:66]1[CH:69]=[CH:70][C:63]([NH:62][C:29]([CH:20]2[NH:19][CH:18]([CH2:32][C:33]([CH3:34])([CH3:35])[CH3:36])[C:17]3([C:12]4[C:13](=[CH:14][C:9]([Cl:8])=[CH:10][CH:11]=4)[NH:15][C:16]3=[O:37])[CH:21]2[C:22]2[CH:27]=[CH:26][CH:25]=[C:24]([Cl:28])[CH:23]=2)=[O:30])=[CH:64][CH:65]=1)#[N:68], predict the reactants needed to synthesize it. The reactants are: FC(F)(F)C(O)=O.[Cl:8][C:9]1[CH:14]=[C:13]2[NH:15][C:16](=[O:37])[C:17]3([CH:21]([C:22]4[CH:27]=[CH:26][CH:25]=[C:24]([Cl:28])[CH:23]=4)[CH:20]([C:29](O)=[O:30])[NH:19][CH:18]3[CH2:32][C:33]([CH3:36])([CH3:35])[CH3:34])[C:12]2=[CH:11][CH:10]=1.C(N(C(C)C)CC)(C)C.C1(P(Cl)(C2C=CC=CC=2)=O)C=CC=CC=1.[NH2:62][C:63]1[CH:70]=[CH:69][C:66]([C:67]#[N:68])=[CH:65][CH:64]=1. (7) The reactants are: [F-].C([N+](CCCC)(CCCC)CCCC)CCC.[Si]([O:26][CH2:27][C:28]1[CH:33]=[CH:32][C:31]([C:34](=[O:39])[CH2:35][CH:36]([CH3:38])[CH3:37])=[CH:30][N:29]=1)(C(C)(C)C)(C)C. Given the product [OH:26][CH2:27][C:28]1[CH:33]=[CH:32][C:31]([C:34](=[O:39])[CH2:35][CH:36]([CH3:37])[CH3:38])=[CH:30][N:29]=1, predict the reactants needed to synthesize it.